This data is from Full USPTO retrosynthesis dataset with 1.9M reactions from patents (1976-2016). The task is: Predict the reactants needed to synthesize the given product. (1) Given the product [F:1][C:2]1[CH:7]=[CH:6][C:5]([CH2:8][CH2:9][C:10]2[NH:35][C:12](/[CH:15]=[CH:16]/[C:17]3[CH:22]=[CH:21][C:20]([N:23]4[CH:27]=[C:26]([CH3:28])[N:25]=[CH:24]4)=[C:19]([O:29][CH3:30])[CH:18]=3)=[N:13][N:14]=2)=[CH:4][CH:3]=1, predict the reactants needed to synthesize it. The reactants are: [F:1][C:2]1[CH:7]=[CH:6][C:5]([CH2:8][CH2:9][C:10]2O[C:12](/[CH:15]=[CH:16]/[C:17]3[CH:22]=[CH:21][C:20]([N:23]4[CH:27]=[C:26]([CH3:28])[N:25]=[CH:24]4)=[C:19]([O:29][CH3:30])[CH:18]=3)=[N:13][N:14]=2)=[CH:4][CH:3]=1.C([O-])(=O)C.[NH4+:35]. (2) Given the product [CH2:2]([O:4][C:5](=[O:9])[CH2:6][CH2:7][NH:8][CH2:28][C:27]([O:26][CH2:19][C:20]1[CH:25]=[CH:24][CH:23]=[CH:22][CH:21]=1)=[O:30])[CH3:3], predict the reactants needed to synthesize it. The reactants are: Cl.[CH2:2]([O:4][C:5](=[O:9])[CH2:6][CH2:7][NH2:8])[CH3:3].CCN(C(C)C)C(C)C.[CH2:19]([O:26][C:27](=[O:30])[CH2:28]Br)[C:20]1[CH:25]=[CH:24][CH:23]=[CH:22][CH:21]=1. (3) Given the product [CH3:1][C:2]([CH3:9])([CH2:6][CH:7]=[CH2:8])[C:3]([O:5][CH3:10])=[O:4], predict the reactants needed to synthesize it. The reactants are: [CH3:1][C:2]([CH3:9])([CH2:6][CH:7]=[CH2:8])[C:3]([OH:5])=[O:4].[CH3:10]O.S(=O)(=O)(O)O.